Dataset: Forward reaction prediction with 1.9M reactions from USPTO patents (1976-2016). Task: Predict the product of the given reaction. (1) The product is: [Br:1][C:2]1[CH:3]=[CH:4][C:5]([C:8]2[O:9][C:17]([CH3:18])=[N:11][N:10]=2)=[N:6][CH:7]=1. Given the reactants [Br:1][C:2]1[CH:3]=[CH:4][C:5]([C:8]([NH:10][NH2:11])=[O:9])=[N:6][CH:7]=1.P(Cl)(Cl)(Cl)=O.[C:17](O)(=O)[CH3:18], predict the reaction product. (2) Given the reactants Br[C:2]1[C:3]([NH2:19])=[N:4][CH:5]=[C:6]([C:10]2[CH:15]=[CH:14][C:13]([O:16][CH3:17])=[CH:12][C:11]=2[F:18])[C:7]=1[CH2:8][CH3:9].O.[OH:21][C:22]1[CH:27]=[CH:26][C:25](B(O)O)=[CH:24][CH:23]=1.C([O-])([O-])=O.[Na+].[Na+], predict the reaction product. The product is: [NH2:19][C:3]1[C:2]([C:25]2[CH:26]=[CH:27][C:22]([OH:21])=[CH:23][CH:24]=2)=[C:7]([CH2:8][CH3:9])[C:6]([C:10]2[CH:15]=[CH:14][C:13]([O:16][CH3:17])=[CH:12][C:11]=2[F:18])=[CH:5][N:4]=1. (3) Given the reactants Cl[C:2]1[CH:3]=[C:4]([CH:9]=[C:10]([Cl:12])[N:11]=1)[C:5]([O:7][CH3:8])=[O:6].[F:13][C:14]1[CH:19]=[C:18]([CH3:20])[CH:17]=[CH:16][C:15]=1B(O)O.C(=O)([O-])[O-].[Na+].[Na+], predict the reaction product. The product is: [Cl:12][C:10]1[CH:9]=[C:4]([CH:3]=[C:2]([C:15]2[CH:16]=[CH:17][C:18]([CH3:20])=[CH:19][C:14]=2[F:13])[N:11]=1)[C:5]([O:7][CH3:8])=[O:6]. (4) The product is: [F:17][C:18]([F:40])([F:41])[C:19]([C:25]1[CH:26]=[CH:27][C:28]([C:2]2[CH:7]=[CH:6][C:5]([S:8]([C:11]3[CH:16]=[CH:15][CH:14]=[CH:13][CH:12]=3)(=[O:10])=[O:9])=[CH:4][CH:3]=2)=[CH:29][CH:30]=1)([OH:24])[C:20]([F:21])([F:23])[F:22]. Given the reactants Br[C:2]1[CH:7]=[CH:6][C:5]([S:8]([C:11]2[CH:16]=[CH:15][CH:14]=[CH:13][CH:12]=2)(=[O:10])=[O:9])=[CH:4][CH:3]=1.[F:17][C:18]([F:41])([F:40])[C:19]([C:25]1[CH:30]=[CH:29][C:28](B2OC(C)(C)C(C)(C)O2)=[CH:27][CH:26]=1)([OH:24])[C:20]([F:23])([F:22])[F:21].C(=O)([O-])[O-].[K+].[K+].COCCOC, predict the reaction product. (5) Given the reactants [O-][CH2:2]C.[Na+].C([C:7]1[S:11][C:10]([CH3:12])=[C:9]([CH2:13][NH:14][C:15](=[O:24])[O:16][CH2:17][C:18]2[CH:23]=[CH:22][CH:21]=[CH:20][CH:19]=2)[CH:8]=1)=O.[N:25]([CH2:28][C:29]([O:31][CH2:32][CH3:33])=[O:30])=[N+]=[N-].[Cl-].[NH4+], predict the reaction product. The product is: [CH2:17]([O:16][C:15]([N:14]([CH3:2])[C:13]1[C:9]2[NH:25][C:28]([C:29]([O:31][CH2:32][CH3:33])=[O:30])=[CH:12][C:10]=2[S:11][C:7]=1[CH3:8])=[O:24])[C:18]1[CH:19]=[CH:20][CH:21]=[CH:22][CH:23]=1. (6) The product is: [N:18]1[C:25]([NH2:26])=[N:24][C:22]([NH2:23])=[N:21][C:19]=1[NH2:20].[CH2:11]=[O:12]. Given the reactants C=CC1C=CC=CC=1.C1C(=O)O[C:11](=[O:12])C=1.C=O.[N:18]1[C:25]([NH2:26])=[N:24][C:22]([NH2:23])=[N:21][C:19]=1[NH2:20].[OH-].[Na+], predict the reaction product. (7) Given the reactants O=[CH:2][CH2:3][N:4]1[C:12]2[C:7](=[CH:8][CH:9]=[C:10]([NH:13][C:14](=[O:29])[CH2:15][C:16]3[CH:21]=[CH:20][C:19]([O:22][C:23]4[CH:28]=[CH:27][CH:26]=[CH:25][CH:24]=4)=[CH:18][CH:17]=3)[CH:11]=2)[CH:6]=[N:5]1.[CH:30]1([NH2:35])[CH2:34][CH2:33][CH2:32][CH2:31]1.[BH3-]C#N.[Na+], predict the reaction product. The product is: [CH:30]1([NH:35][CH2:2][CH2:3][N:4]2[C:12]3[C:7](=[CH:8][CH:9]=[C:10]([NH:13][C:14](=[O:29])[CH2:15][C:16]4[CH:17]=[CH:18][C:19]([O:22][C:23]5[CH:24]=[CH:25][CH:26]=[CH:27][CH:28]=5)=[CH:20][CH:21]=4)[CH:11]=3)[CH:6]=[N:5]2)[CH2:34][CH2:33][CH2:32][CH2:31]1.